Dataset: Catalyst prediction with 721,799 reactions and 888 catalyst types from USPTO. Task: Predict which catalyst facilitates the given reaction. (1) Reactant: C(O[CH2:5][C:6]1[N:11]=[N:10][C:9]2[N:12]([CH3:15])[CH:13]=[N:14][C:8]=2[C:7]=1[CH2:16][CH2:17][CH3:18])(=O)C.[Li+].[OH-].O=S(Cl)[Cl:23]. Product: [Cl:23][CH2:5][C:6]1[N:11]=[N:10][C:9]2[N:12]([CH3:15])[CH:13]=[N:14][C:8]=2[C:7]=1[CH2:16][CH2:17][CH3:18]. The catalyst class is: 76. (2) Reactant: [NH2:1][CH:2]1[CH2:7][CH2:6][N:5](C(OC(C)(C)C)=O)[CH2:4][CH2:3]1.[C:15](O)(=[O:22])[C:16]1[CH:21]=[CH:20][CH:19]=[CH:18][CH:17]=1.C(N=C=NCCCN(C)C)C.ON1C2C=CC=CC=2N=N1.[ClH:45]. Product: [ClH:45].[C:15]([NH:1][CH:2]1[CH2:3][CH2:4][NH:5][CH2:6][CH2:7]1)(=[O:22])[C:16]1[CH:21]=[CH:20][CH:19]=[CH:18][CH:17]=1. The catalyst class is: 9. (3) Reactant: [CH3:1][O:2][C:3]1[CH:12]=[C:11]([O:13][CH3:14])[CH:10]=[C:9]2[C:4]=1[C:5](=[O:27])[NH:6][C:7]([C:15]1[CH:20]=[CH:19][C:18]([N:21]3[CH2:26][CH2:25][NH:24][CH2:23][CH2:22]3)=[CH:17][CH:16]=1)=[N:8]2.[F:28][C:29]1[CH:36]=[CH:35][C:32]([CH2:33]Br)=[CH:31][CH:30]=1.C([O-])([O-])=O.[K+].[K+]. Product: [F:28][C:29]1[CH:36]=[CH:35][C:32]([CH2:33][N:24]2[CH2:23][CH2:22][N:21]([C:18]3[CH:19]=[CH:20][C:15]([C:7]4[NH:6][C:5](=[O:27])[C:4]5[C:9](=[CH:10][C:11]([O:13][CH3:14])=[CH:12][C:3]=5[O:2][CH3:1])[N:8]=4)=[CH:16][CH:17]=3)[CH2:26][CH2:25]2)=[CH:31][CH:30]=1. The catalyst class is: 18. (4) Reactant: [C:1]([NH:4][C:5]1[N:10]=[CH:9][C:8]([NH:11][C:12](=[O:14])[O-])=[CH:7][CH:6]=1)(=[O:3])[CH3:2].[F:15][C:16]1[CH:21]=[CH:20][C:19]([C:22]2[N:23]=[C:24]([CH:27]3[CH2:32][CH2:31][NH:30][CH2:29][CH2:28]3)[S:25][CH:26]=2)=[CH:18][CH:17]=1.C(N(C(C)C)CC)(C)C.O. Product: [C:1]([NH:4][C:5]1[N:10]=[CH:9][C:8]([NH:11][C:12]([N:30]2[CH2:29][CH2:28][CH:27]([C:24]3[S:25][CH:26]=[C:22]([C:19]4[CH:18]=[CH:17][C:16]([F:15])=[CH:21][CH:20]=4)[N:23]=3)[CH2:32][CH2:31]2)=[O:14])=[CH:7][CH:6]=1)(=[O:3])[CH3:2]. The catalyst class is: 16. (5) Reactant: [Cl:1][C:2]1[CH:29]=[CH:28][C:5]([CH2:6][N:7]([C:17]2[CH:26]=[C:25]3[C:20]([CH2:21][CH2:22][NH:23][C:24]3=[O:27])=[CH:19][CH:18]=2)[S:8]([C:11]2[CH:15]=[CH:14][N:13]([CH3:16])[N:12]=2)(=[O:10])=[O:9])=[CH:4][CH:3]=1.[H-].[Na+].I[CH2:33][CH3:34]. Product: [Cl:1][C:2]1[CH:3]=[CH:4][C:5]([CH2:6][N:7]([C:17]2[CH:26]=[C:25]3[C:20]([CH2:21][CH2:22][N:23]([CH2:33][CH3:34])[C:24]3=[O:27])=[CH:19][CH:18]=2)[S:8]([C:11]2[CH:15]=[CH:14][N:13]([CH3:16])[N:12]=2)(=[O:9])=[O:10])=[CH:28][CH:29]=1. The catalyst class is: 1. (6) The catalyst class is: 111. Product: [Br:3][C:4]1[CH:5]=[C:6]([N+:14]([O-:16])=[O:15])[C:7]([O:12][CH3:13])=[C:8]([CH:11]=1)[CH2:9][OH:10]. Reactant: [BH4-].[Na+].[Br:3][C:4]1[CH:5]=[C:6]([N+:14]([O-:16])=[O:15])[C:7]([O:12][CH3:13])=[C:8]([CH:11]=1)[CH:9]=[O:10]. (7) Reactant: Br[C:2]1[CH:7]=[N:6][C:5]2=[C:8]([NH:11][CH2:12][CH:13]([OH:16])[CH2:14][OH:15])[S:9][N:10]=[C:4]2[CH:3]=1.[CH3:17][O:18][C:19]1[CH:20]=[C:21](B(O)O)[CH:22]=[CH:23][C:24]=1[O:25][CH3:26].C([O-])([O-])=O.[K+].[K+]. Product: [CH3:17][O:18][C:19]1[CH:20]=[C:21]([C:2]2[CH:7]=[N:6][C:5]3=[C:8]([NH:11][CH2:12][CH:13]([OH:16])[CH2:14][OH:15])[S:9][N:10]=[C:4]3[CH:3]=2)[CH:22]=[CH:23][C:24]=1[O:25][CH3:26]. The catalyst class is: 73.